From a dataset of Full USPTO retrosynthesis dataset with 1.9M reactions from patents (1976-2016). Predict the reactants needed to synthesize the given product. (1) Given the product [Cl-:1].[Cl-:1].[CH3:5][SiH:4]([Zr+2:6]([CH:24]1[C:25]2[C:26](=[C:69]([C:64]3[C:63]4[C:68](=[CH:60][CH:72]=[CH:61][CH:62]=4)[CH:67]=[CH:66][CH:65]=3)[CH:71]=[CH:40][CH:39]=2)[CH:27]=[C:32]1[CH3:31])[CH:7]1[C:15]2[C:14](=[C:13]([C:101]3[C:96]4[C:97](=[CH:106][CH:105]=[CH:94][CH:95]=4)[CH:98]=[CH:99][CH:100]=3)[CH:12]=[CH:11][CH:10]=2)[CH:9]=[C:8]1[CH3:22])[CH3:3], predict the reactants needed to synthesize it. The reactants are: [Cl-:1].[Cl-].[CH3:3][SiH:4]([Zr+2:6]([CH:24]1[C:32]2[C:27](=C(C3C=CC=CC=3)C=C[CH:31]=2)[CH:26]=[C:25]1[CH2:39][CH3:40])[CH:7]1[C:15]2[C:10](=[C:11](C3C=CC=CC=3)[CH:12]=[CH:13][CH:14]=2)[CH:9]=[C:8]1[CH2:22]C)[CH3:5].[Cl-].[Cl-].C[SiH]([Zr+2]([CH:60]1[C:68]2[C:63](=[C:64]([CH:69]([CH3:71])C)[CH:65]=[CH:66][CH:67]=2)[CH:62]=[C:61]1[CH3:72])[CH:60]1[C:68]2[C:63](=[C:64]([CH:69](C)[CH3:71])[CH:65]=[CH:66][CH:67]=2)[CH:62]=[C:61]1[CH3:72])C.[Cl-].[Cl-].C[SiH]([Zr+2](C1[C:101]2[C:96](=[C:97](C(C)C)[CH:98]=[CH:99][CH:100]=2)[CH:95]=[C:94]1[CH2:105][CH3:106])C1[C:101]2[C:96](=[C:97](C(C)C)[CH:98]=[CH:99][CH:100]=2)[CH:95]=[C:94]1[CH2:105][CH3:106])C.[Cl-].[Cl-].C(=[Zr+2](C1C=CC(C(C)(C)C)=C1)C1C2CC3C(=CC=CC=3)C=2C=CC=1)(C)C. (2) The reactants are: [CH:1]1([CH2:5][C:6]([C:17]2[CH:22]=[CH:21][C:20]([S:23][CH3:24])=[CH:19][CH:18]=2)([C:8]2[NH:16][C:11]3=[N:12][CH:13]=[CH:14][CH:15]=[C:10]3[CH:9]=2)[OH:7])[CH2:4][CH2:3][CH2:2]1.I([O-])(=O)(=O)=[O:26].[Na+]. Given the product [CH:1]1([CH2:5][C:6]([C:17]2[CH:18]=[CH:19][C:20]([S:23]([CH3:24])=[O:26])=[CH:21][CH:22]=2)([C:8]2[NH:16][C:11]3=[N:12][CH:13]=[CH:14][CH:15]=[C:10]3[CH:9]=2)[OH:7])[CH2:4][CH2:3][CH2:2]1, predict the reactants needed to synthesize it. (3) Given the product [F:15][C:4]1[CH:3]=[C:2]([N:1]2[C:28](=[O:29])[CH:27]=[C:26]([CH3:32])[N:22]=[C:23]2[CH3:25])[CH:7]=[CH:6][C:5]=1[N:8]1[CH2:13][CH2:12][CH:11]([OH:14])[CH2:10][CH2:9]1, predict the reactants needed to synthesize it. The reactants are: [NH2:1][C:2]1[CH:7]=[CH:6][C:5]([N:8]2[CH2:13][CH2:12][CH:11]([OH:14])[CH2:10][CH2:9]2)=[C:4]([F:15])[CH:3]=1.C[Al](C)C.N#N.[NH:22](/[C:26](/[CH3:32])=[CH:27]\[C:28](OC)=[O:29])[C:23]([CH3:25])=O. (4) The reactants are: [N:1]1[CH:6]=[CH:5][CH:4]=[CH:3][C:2]=1[C:7]1[C:11]([CH2:12][O:13][C:14]2[CH:22]=[CH:21][C:17]([C:18]([OH:20])=O)=[CH:16][N:15]=2)=[CH:10][O:9][N:8]=1.[CH2:23]([NH2:25])[CH3:24]. Given the product [CH2:23]([NH:25][C:18](=[O:20])[C:17]1[CH:21]=[CH:22][C:14]([O:13][CH2:12][C:11]2[C:7]([C:2]3[CH:3]=[CH:4][CH:5]=[CH:6][N:1]=3)=[N:8][O:9][CH:10]=2)=[N:15][CH:16]=1)[CH3:24], predict the reactants needed to synthesize it. (5) Given the product [C:1]([N:8]1[C:16]2[C:11](=[CH:12][C:13]([CH2:20][N:40]3[CH2:41][CH2:42][S:37](=[O:43])(=[O:36])[CH2:38][CH2:39]3)=[CH:14][C:15]=2[N+:17]([O-:19])=[O:18])[C:10]([Br:22])=[C:9]1[C:23]1[CH:24]=[CH:25][CH:26]=[CH:27][CH:28]=1)([O:3][C:4]([CH3:5])([CH3:6])[CH3:7])=[O:2], predict the reactants needed to synthesize it. The reactants are: [C:1]([N:8]1[C:16]2[C:11](=[CH:12][C:13]([CH2:20]Br)=[CH:14][C:15]=2[N+:17]([O-:19])=[O:18])[C:10]([Br:22])=[C:9]1[C:23]1[CH:28]=[CH:27][CH:26]=[CH:25][CH:24]=1)([O:3][C:4]([CH3:7])([CH3:6])[CH3:5])=[O:2].CCN(CC)CC.[O:36]=[S:37]1(=[O:43])[CH2:42][CH2:41][NH:40][CH2:39][CH2:38]1.[NH4+].[Cl-]. (6) Given the product [CH3:1][C:2]1[CH:7]=[CH:6][C:5]([CH3:8])=[CH:4][C:3]=1[N:9]1[CH2:14][CH2:13][N:12]([C:15]([C@@H:17]2[CH2:21][N:20]([S:22]([C:25]3[C:34]4[C:29](=[CH:30][CH:31]=[CH:32][CH:33]=4)[CH:28]=[CH:27][CH:26]=3)(=[O:24])=[O:23])[C:19](=[O:35])[N:18]2[CH2:36][CH2:37][CH3:38])=[O:16])[CH2:11][CH2:10]1, predict the reactants needed to synthesize it. The reactants are: [CH3:1][C:2]1[CH:7]=[CH:6][C:5]([CH3:8])=[CH:4][C:3]=1[N:9]1[CH2:14][CH2:13][N:12]([C:15]([C@@H:17]2[CH2:21][N:20]([S:22]([C:25]3[C:34]4[C:29](=[CH:30][CH:31]=[CH:32][CH:33]=4)[CH:28]=[CH:27][CH:26]=3)(=[O:24])=[O:23])[C:19](=[O:35])[NH:18]2)=[O:16])[CH2:11][CH2:10]1.[CH2:36](I)[CH2:37][CH3:38].[I-].[Na+]. (7) Given the product [CH3:1][C:2]1[CH:11]=[CH:10][C:5]2[N:6]=[C:7]([NH:9][C:17]([N:12]3[CH:16]=[CH:15][N:14]=[CH:13]3)=[O:18])[S:8][C:4]=2[CH:3]=1, predict the reactants needed to synthesize it. The reactants are: [CH3:1][C:2]1[CH:11]=[CH:10][C:5]2[N:6]=[C:7]([NH2:9])[S:8][C:4]=2[CH:3]=1.[N:12]1([C:17](N2C=CN=C2)=[O:18])[CH:16]=[CH:15][N:14]=[CH:13]1. (8) Given the product [CH3:6][O:7][C:8]([C:10]1[C:19]2[C:14](=[CH:15][CH:16]=[C:17]([C:1]#[N:2])[CH:18]=2)[N:13]=[C:12]([C:21]2[CH:26]=[CH:25][CH:24]=[CH:23][CH:22]=2)[CH:11]=1)=[O:9], predict the reactants needed to synthesize it. The reactants are: [CH3:1][N:2](C)C=O.[CH3:6][O:7][C:8]([C:10]1[C:19]2[C:14](=[CH:15][CH:16]=[C:17](Br)[CH:18]=2)[N:13]=[C:12]([C:21]2[CH:26]=[CH:25][CH:24]=[CH:23][CH:22]=2)[CH:11]=1)=[O:9].[Cl-].[Na+]. (9) Given the product [Br:1][C:2]1[CH:11]=[C:10]2[C:5]([CH:6]=[CH:7][N:8]=[C:9]2[N:16]2[CH2:15][CH2:14][N:13]([C:19]([O:21][C:22]([CH3:25])([CH3:24])[CH3:23])=[O:20])[CH2:18][CH2:17]2)=[CH:4][CH:3]=1, predict the reactants needed to synthesize it. The reactants are: [Br:1][C:2]1[CH:11]=[C:10]2[C:5]([CH:6]=[CH:7][N:8]=[C:9]2Cl)=[CH:4][CH:3]=1.[N:13]1([C:19]([O:21][C:22]([CH3:25])([CH3:24])[CH3:23])=[O:20])[CH2:18][CH2:17][NH:16][CH2:15][CH2:14]1.C(=O)([O-])[O-].[K+].[K+].